From a dataset of Forward reaction prediction with 1.9M reactions from USPTO patents (1976-2016). Predict the product of the given reaction. (1) Given the reactants Br[CH2:2][CH2:3][CH2:4][OH:5].[Cl:6][C:7]1[CH:12]=[C:11]([O:13][CH2:14][CH:15]=[C:16]([Cl:18])[Cl:17])[CH:10]=[C:9]([Cl:19])[C:8]=1[OH:20].[OH-].[Na+].S(=O)(=O)(O)O, predict the reaction product. The product is: [Cl:6][C:7]1[CH:12]=[C:11]([O:13][CH2:14][CH:15]=[C:16]([Cl:18])[Cl:17])[CH:10]=[C:9]([Cl:19])[C:8]=1[O:20][CH2:2][CH2:3][CH2:4][OH:5]. (2) Given the reactants N[C:2]1[N:9]=[CH:8][CH:7]=[CH:6][C:3]=1[C:4]#[N:5].[S:10]([NH2:14])([NH2:13])(=[O:12])=[O:11].C1CCN2C(=NCCC2)CC1, predict the reaction product. The product is: [NH:13]1[C:2]2[N:9]=[CH:8][CH:7]=[CH:6][C:3]=2[C:4]([NH2:5])=[N:14][S:10]1(=[O:12])=[O:11]. (3) Given the reactants Br[C:2]1[CH:7]=[C:6]([CH2:8][CH3:9])[CH:5]=[CH:4][C:3]=1[O:10][CH3:11].[C:12]1([CH3:19])[C:17]([OH:18])=[CH:16][CH:15]=[CH:14][CH:13]=1, predict the reaction product. The product is: [CH2:8]([C:6]1[CH:5]=[CH:4][C:3]([O:10][CH3:11])=[C:2]([O:18][C:17]2[CH:16]=[CH:15][CH:14]=[CH:13][C:12]=2[CH3:19])[CH:7]=1)[CH3:9]. (4) Given the reactants [N:1]1[CH:6]=[CH:5][C:4]([C:7]([O:9]CC)=O)=[CH:3][CH:2]=1.[CH3:12][C:13]([CH3:15])=[O:14].C[O-].[Na+], predict the reaction product. The product is: [OH:14]/[C:13](/[CH3:15])=[CH:12]\[C:7]([C:4]1[CH:3]=[CH:2][N:1]=[CH:6][CH:5]=1)=[O:9].